From a dataset of Full USPTO retrosynthesis dataset with 1.9M reactions from patents (1976-2016). Predict the reactants needed to synthesize the given product. (1) Given the product [CH2:29]([C:4]1([CH2:1][CH:2]=[CH2:3])[C:27](=[O:28])[N:7]2[CH2:8][CH2:9][NH:10][CH:11]([C:12]3[CH:17]=[CH:16][C:15]([CH3:18])=[CH:14][C:13]=3[CH3:19])[CH:6]2[CH2:5]1)[CH:30]=[CH2:31], predict the reactants needed to synthesize it. The reactants are: [CH2:1]([C:4]1([CH2:29][CH:30]=[CH2:31])[C:27](=[O:28])[N:7]2[CH2:8][CH2:9][N:10](C(OC(C)(C)C)=O)[CH:11]([C:12]3[CH:17]=[CH:16][C:15]([CH3:18])=[CH:14][C:13]=3[CH3:19])[CH:6]2[CH2:5]1)[CH:2]=[CH2:3].C(O)(C(F)(F)F)=O. (2) Given the product [Si:53]([O:56][C@@H:57]([CH3:61])[CH2:58][CH2:59][O:3][C@H:4]1[C@H:9]([C:10]2[CH:15]=[CH:14][C:13]([O:16][CH2:17][CH2:18][CH2:19][O:20][CH3:21])=[CH:12][CH:11]=2)[C@@H:8]([O:22][CH2:23][C:24]2[CH:25]=[CH:26][C:27]3[O:32][CH2:31][CH2:30][N:29]([CH2:33][CH2:34][CH2:35][O:36][CH3:37])[C:28]=3[CH:38]=2)[CH2:7][N:6]([C:39]([O:41][CH2:42][C:43]2[CH:44]=[CH:45][CH:46]=[CH:47][CH:48]=2)=[O:40])[CH2:5]1)([C:49]([CH3:50])([CH3:51])[CH3:52])([CH3:54])[CH3:55], predict the reactants needed to synthesize it. The reactants are: [H-].[Na+].[OH:3][C@H:4]1[C@H:9]([C:10]2[CH:15]=[CH:14][C:13]([O:16][CH2:17][CH2:18][CH2:19][O:20][CH3:21])=[CH:12][CH:11]=2)[C@@H:8]([O:22][CH2:23][C:24]2[CH:25]=[CH:26][C:27]3[O:32][CH2:31][CH2:30][N:29]([CH2:33][CH2:34][CH2:35][O:36][CH3:37])[C:28]=3[CH:38]=2)[CH2:7][N:6]([C:39]([O:41][CH2:42][C:43]2[CH:48]=[CH:47][CH:46]=[CH:45][CH:44]=2)=[O:40])[CH2:5]1.[C:49]([Si:53]([O:56][C@@H:57]([CH3:61])[CH2:58][CH2:59]I)([CH3:55])[CH3:54])([CH3:52])([CH3:51])[CH3:50].